Dataset: Forward reaction prediction with 1.9M reactions from USPTO patents (1976-2016). Task: Predict the product of the given reaction. (1) Given the reactants [NH2:1][CH2:2][CH2:3][N:4]1[CH2:9][CH2:8][O:7][CH2:6][CH2:5]1.[NH:10]1[C:18]2[C:13](=[CH:14][C:15]([NH:19][C:20]3[C:21]4[S:28][C:27]([C:29]5[CH:36]=[CH:35][C:32]([CH:33]=O)=[CH:31][CH:30]=5)=[CH:26][C:22]=4[N:23]=[CH:24][N:25]=3)=[CH:16][CH:17]=2)[CH:12]=[CH:11]1, predict the reaction product. The product is: [NH:10]1[C:18]2[C:13](=[CH:14][C:15]([NH:19][C:20]3[C:21]4[S:28][C:27]([C:29]5[CH:36]=[CH:35][C:32]([CH2:33][NH:1][CH2:2][CH2:3][N:4]6[CH2:9][CH2:8][O:7][CH2:6][CH2:5]6)=[CH:31][CH:30]=5)=[CH:26][C:22]=4[N:23]=[CH:24][N:25]=3)=[CH:16][CH:17]=2)[CH:12]=[CH:11]1. (2) Given the reactants [OH:1][CH:2]1[CH2:6][N:5]([C@@H](C2C=CC=CC=2)C)[CH2:4][C@@:3]1([CH3:22])[C:15]([O:17][C:18]([CH3:21])([CH3:20])[CH3:19])=[O:16].Cl.C(=O)([O-])O.[Na+].[CH2:29]([O:36][C:37](Cl)=[O:38])[C:30]1[CH:35]=[CH:34][CH:33]=[CH:32][CH:31]=1, predict the reaction product. The product is: [CH2:29]([O:36][C:37]([N:5]1[CH2:6][CH:2]([OH:1])[C@:3]([CH3:22])([C:15]([O:17][C:18]([CH3:21])([CH3:20])[CH3:19])=[O:16])[CH2:4]1)=[O:38])[C:30]1[CH:35]=[CH:34][CH:33]=[CH:32][CH:31]=1. (3) Given the reactants [CH2:1]([NH:8][C:9]1[S:10][C:11]([C:14]([NH:16][C:17]2[S:18][C:19]([C:22]3[CH:27]=[CH:26][C:25]([CH3:28])=[CH:24][CH:23]=3)=[CH:20][N:21]=2)=O)=[CH:12][N:13]=1)[C:2]1[CH:7]=[CH:6][CH:5]=[CH:4][CH:3]=1, predict the reaction product. The product is: [CH2:1]([NH:8][C:9]1[S:10][C:11]([CH2:14][NH:16][C:17]2[S:18][C:19]([C:22]3[CH:23]=[CH:24][C:25]([CH3:28])=[CH:26][CH:27]=3)=[CH:20][N:21]=2)=[CH:12][N:13]=1)[C:2]1[CH:3]=[CH:4][CH:5]=[CH:6][CH:7]=1.